This data is from Full USPTO retrosynthesis dataset with 1.9M reactions from patents (1976-2016). The task is: Predict the reactants needed to synthesize the given product. The reactants are: [F:1][C:2]1[CH:7]=[CH:6][C:5]([NH:8][C:9]2[CH:10]=[CH:11][C:12]([CH2:15][NH:16][C:17]([C:19]3([NH:22][C:23]([C:25]4[S:29][C:28]([NH:30]C(=O)C)=[N:27][CH:26]=4)=[O:24])[CH2:21][CH2:20]3)=[O:18])=[N:13][CH:14]=2)=[C:4]([C:34]([F:37])([F:36])[F:35])[CH:3]=1.C(=O)([O-])[O-].[K+].[K+]. Given the product [F:1][C:2]1[CH:7]=[CH:6][C:5]([NH:8][C:9]2[CH:10]=[CH:11][C:12]([CH2:15][NH:16][C:17]([C:19]3([NH:22][C:23]([C:25]4[S:29][C:28]([NH2:30])=[N:27][CH:26]=4)=[O:24])[CH2:21][CH2:20]3)=[O:18])=[N:13][CH:14]=2)=[C:4]([C:34]([F:35])([F:36])[F:37])[CH:3]=1, predict the reactants needed to synthesize it.